This data is from Full USPTO retrosynthesis dataset with 1.9M reactions from patents (1976-2016). The task is: Predict the reactants needed to synthesize the given product. (1) Given the product [Br:31][C:7]1[CH:6]=[C:5]2[C:10](=[CH:9][CH:8]=1)[N:1]([CH:11]1[CH2:12][CH2:13][N:14]([C:17]([O:19][C:20]([CH3:23])([CH3:22])[CH3:21])=[O:18])[CH2:15][CH2:16]1)[CH2:2][CH2:3][CH2:4]2, predict the reactants needed to synthesize it. The reactants are: [N:1]1([CH:11]2[CH2:16][CH2:15][N:14]([C:17]([O:19][C:20]([CH3:23])([CH3:22])[CH3:21])=[O:18])[CH2:13][CH2:12]2)[C:10]2[C:5](=[CH:6][CH:7]=[CH:8][CH:9]=2)[CH2:4][CH2:3][CH2:2]1.C1C(=O)N([Br:31])C(=O)C1.O. (2) Given the product [F:28][C:27]1[CH:26]=[CH:25][C:24]([CH2:29][CH2:30][C:31]([O:33][C:34]([CH3:36])([CH3:37])[CH3:35])=[O:32])=[CH:23][C:22]=1[NH:21][C:19](=[O:20])[C@H:12]([CH:13]([C:15]([F:18])([F:17])[F:16])[CH3:14])[NH2:11], predict the reactants needed to synthesize it. The reactants are: C(OC([NH:11][C@H:12]([C:19]([NH:21][C:22]1[CH:23]=[C:24]([CH2:29][CH2:30][C:31]([O:33][C:34]([CH3:37])([CH3:36])[CH3:35])=[O:32])[CH:25]=[CH:26][C:27]=1[F:28])=[O:20])[CH:13]([C:15]([F:18])([F:17])[F:16])[CH3:14])=O)C1C=CC=CC=1. (3) Given the product [CH3:3][C:4]1[CH:5]=[C:6]([NH:17][C:18]2[C:27]3[C:22](=[CH:23][CH:24]=[C:25]([CH2:28][CH2:29][C:30]4([OH:36])[CH2:35][CH2:34][CH2:33][NH:32][CH2:31]4)[CH:26]=3)[N:21]=[CH:20][N:19]=2)[CH:7]=[CH:8][C:9]=1[O:10][C:11]1[CH:12]=[CH:13][CH:14]=[CH:15][CH:16]=1, predict the reactants needed to synthesize it. The reactants are: Cl.Cl.[CH3:3][C:4]1[CH:5]=[C:6]([NH:17][C:18]2[C:27]3[C:22](=[CH:23][CH:24]=[C:25]([C:28]#[C:29][C:30]4([OH:36])[CH2:35][CH2:34][CH2:33][NH:32][CH2:31]4)[CH:26]=3)[N:21]=[CH:20][N:19]=2)[CH:7]=[CH:8][C:9]=1[O:10][C:11]1[CH:16]=[CH:15][CH:14]=[CH:13][CH:12]=1.[H][H]. (4) Given the product [F:1][C:2]1[C:10]([C:11]2[CH:16]=[CH:15][CH:14]=[C:13]([F:17])[CH:12]=2)=[CH:9][C:8]([CH3:18])=[CH:7][C:3]=1[C:4]([NH:25][C:26]1[C:31]([F:32])=[CH:30][CH:29]=[C:28]([OH:33])[C:27]=1[CH3:34])=[O:6], predict the reactants needed to synthesize it. The reactants are: [F:1][C:2]1[C:10]([C:11]2[CH:16]=[CH:15][CH:14]=[C:13]([F:17])[CH:12]=2)=[CH:9][C:8]([CH3:18])=[CH:7][C:3]=1[C:4]([OH:6])=O.C(Cl)(=O)C(Cl)=O.[NH2:25][C:26]1[C:27]([CH3:34])=[C:28]([OH:33])[CH:29]=[CH:30][C:31]=1[F:32].C([O-])([O-])=O.[K+].[K+]. (5) Given the product [F:1][C:2]1[C:7]([C:8]2[CH:13]=[CH:12][CH:11]=[C:10]([F:14])[CH:9]=2)=[CH:6][CH:5]=[C:4]([F:15])[C:3]=1[CH2:16][NH:17][C:18]1[C:19]([F:26])=[C:20]([CH:21]=[CH:22][C:23]=1[F:24])[O:25][CH2:34][C:35]([O:37][CH2:38][CH3:39])=[O:36], predict the reactants needed to synthesize it. The reactants are: [F:1][C:2]1[C:7]([C:8]2[CH:13]=[CH:12][CH:11]=[C:10]([F:14])[CH:9]=2)=[CH:6][CH:5]=[C:4]([F:15])[C:3]=1[CH2:16][NH:17][C:18]1[C:19]([F:26])=[C:20]([OH:25])[CH:21]=[CH:22][C:23]=1[F:24].C([O-])([O-])=O.[Cs+].[Cs+].Br[CH2:34][C:35]([O:37][CH2:38][CH3:39])=[O:36].O. (6) Given the product [CH3:20][C:19]([CH3:22])([S:17]([NH:16][C:12]1(/[C:10](=[N:8]/[OH:9])/[NH2:11])[CH2:13][CH2:14][CH2:15]1)=[O:18])[CH3:21], predict the reactants needed to synthesize it. The reactants are: C(=O)([O-])[O-].[K+].[K+].Cl.[NH2:8][OH:9].[C:10]([C:12]1([NH:16][S:17]([C:19]([CH3:22])([CH3:21])[CH3:20])=[O:18])[CH2:15][CH2:14][CH2:13]1)#[N:11]. (7) Given the product [Br:1][C:2]1[CH:3]=[C:4]([O:12][C@@H:14]([C@H:16]2[CH2:20][N:19]([C@H:21]([C:23]3[CH:24]=[CH:25][C:26]([O:29][CH3:30])=[CH:27][CH:28]=3)[CH3:22])[C:18](=[O:31])[CH2:17]2)[CH3:15])[C:5]2[C:9]([CH:10]=1)=[N:8][N:7]([CH3:11])[CH:6]=2, predict the reactants needed to synthesize it. The reactants are: [Br:1][C:2]1[CH:3]=[C:4]([OH:12])[C:5]2[C:9]([CH:10]=1)=[N:8][N:7]([CH3:11])[CH:6]=2.O[C@H:14]([C@H:16]1[CH2:20][N:19]([C@H:21]([C:23]2[CH:28]=[CH:27][C:26]([O:29][CH3:30])=[CH:25][CH:24]=2)[CH3:22])[C:18](=[O:31])[CH2:17]1)[CH3:15].C1(P(C2C=CC=CC=2)C2C=CC=CC=2)C=CC=CC=1.N(C(OC(C)(C)C)=O)=NC(OC(C)(C)C)=O. (8) Given the product [Cl:38][C:39]1[C:48]2[C:43](=[C:44]([C:49]([NH:1][C:2]3[C:7]([F:8])=[CH:6][CH:5]=[C:4]([N:9]([CH2:16][C:17]4[CH:18]=[CH:19][C:20]([O:23][CH3:24])=[CH:21][CH:22]=4)[S:10]([CH2:13][CH2:14][CH3:15])(=[O:12])=[O:11])[C:3]=3[O:25][CH3:26])=[O:50])[CH:45]=[CH:46][CH:47]=2)[N:42]=[CH:41][N:40]=1, predict the reactants needed to synthesize it. The reactants are: [NH2:1][C:2]1[C:3]([O:25][CH3:26])=[C:4]([N:9]([CH2:16][C:17]2[CH:22]=[CH:21][C:20]([O:23][CH3:24])=[CH:19][CH:18]=2)[S:10]([CH2:13][CH2:14][CH3:15])(=[O:12])=[O:11])[CH:5]=[CH:6][C:7]=1[F:8].C(Cl)(Cl)Cl.C(N(CC)CC)C.[Cl:38][C:39]1[C:48]2[C:43](=[C:44]([C:49](Cl)=[O:50])[CH:45]=[CH:46][CH:47]=2)[N:42]=[CH:41][N:40]=1. (9) Given the product [F:18][C:19]1[CH:27]=[CH:26][CH:25]=[C:24]([N:28]2[N:32]=[CH:31][CH:30]=[N:29]2)[C:20]=1[C:21]([N:14]1[CH2:13][CH:12]2[CH:16]([CH2:17][N:10]([C:7]3[N:8]=[CH:9][C:4]([N+:1]([O-:3])=[O:2])=[CH:5][N:6]=3)[CH2:11]2)[CH2:15]1)=[O:22], predict the reactants needed to synthesize it. The reactants are: [N+:1]([C:4]1[CH:5]=[N:6][C:7]([N:10]2[CH2:17][CH:16]3[CH:12]([CH2:13][NH:14][CH2:15]3)[CH2:11]2)=[N:8][CH:9]=1)([O-:3])=[O:2].[F:18][C:19]1[CH:27]=[CH:26][CH:25]=[C:24]([N:28]2[N:32]=[CH:31][CH:30]=[N:29]2)[C:20]=1[C:21](O)=[O:22]. (10) Given the product [CH3:41][O:40][C:33]1[C:32]([CH2:31][N:21]([C:22]2[CH:23]=[N:24][C:25]([CH:28]([CH3:30])[CH3:29])=[CH:26][CH:27]=2)[C:19]([CH:14]2[C:15]3[C:10](=[C:9]([OH:8])[CH:18]=[CH:17][CH:16]=3)[CH2:11][CH2:12][CH2:13]2)=[O:20])=[CH:37][CH:36]=[C:35]([O:38][CH3:39])[N:34]=1, predict the reactants needed to synthesize it. The reactants are: C([O:8][C:9]1[CH:18]=[CH:17][CH:16]=[C:15]2[C:10]=1[CH2:11][CH2:12][CH2:13][CH:14]2[C:19]([N:21]([CH2:31][C:32]1[C:33]([O:40][CH3:41])=[N:34][C:35]([O:38][CH3:39])=[CH:36][CH:37]=1)[C:22]1[CH:23]=[N:24][C:25]([CH:28]([CH3:30])[CH3:29])=[CH:26][CH:27]=1)=[O:20])C1C=CC=CC=1.C1(SC)C=CC=CC=1.C(=O)([O-])O.[Na+].